From a dataset of Reaction yield outcomes from USPTO patents with 853,638 reactions. Predict the reaction yield, written as a fraction of the theoretical maximum amount of product (1.0 means a 100% yield; for example, 0.34 means a 34% yield). The reactants are [NH2:1][C@:2]12[CH2:37][CH2:36][C@@H:35]([C:38]([CH3:40])=[CH2:39])[C@@H:3]1[C@@H:4]1[C@@:17]([CH3:20])([CH2:18][CH2:19]2)[C@@:16]2([CH3:21])[C@@H:7]([C@:8]3([CH3:34])[C@@H:13]([CH2:14][CH2:15]2)[C:12]([CH3:23])([CH3:22])[C:11]([C:24]2[CH:33]=[CH:32][C:27]([C:28]([O:30][CH3:31])=[O:29])=[CH:26][CH:25]=2)=[CH:10][CH2:9]3)[CH2:6][CH2:5]1.Cl[CH2:42][CH2:43][N:44]1[CH2:49][CH2:48][S:47](=[O:51])(=[O:50])[CH2:46][CH2:45]1.P([O-])([O-])([O-])=O.[K+].[K+].[K+]. The catalyst is C(#N)C.[I-].[K+]. The product is [O:50]=[S:47]1(=[O:51])[CH2:48][CH2:49][N:44]([CH2:43][CH2:42][NH:1][C@:2]23[CH2:37][CH2:36][C@@H:35]([C:38]([CH3:40])=[CH2:39])[C@@H:3]2[C@@H:4]2[C@@:17]([CH3:20])([CH2:18][CH2:19]3)[C@@:16]3([CH3:21])[C@@H:7]([C@:8]4([CH3:34])[C@@H:13]([CH2:14][CH2:15]3)[C:12]([CH3:22])([CH3:23])[C:11]([C:24]3[CH:25]=[CH:26][C:27]([C:28]([O:30][CH3:31])=[O:29])=[CH:32][CH:33]=3)=[CH:10][CH2:9]4)[CH2:6][CH2:5]2)[CH2:45][CH2:46]1. The yield is 0.730.